Predict the reactants needed to synthesize the given product. From a dataset of Full USPTO retrosynthesis dataset with 1.9M reactions from patents (1976-2016). (1) Given the product [Cl:3][C:4]1[CH:5]=[CH:6][C:7]([C@@H:10]2[CH2:15][N:14]([C:24]3[N:29]([CH3:30])[C:28](=[O:31])[CH:27]=[C:26]([C:32]4[CH:33]=[CH:34][N:35]=[CH:36][CH:37]=4)[N:25]=3)[CH2:13][CH2:12][NH:11]2)=[CH:8][CH:9]=1, predict the reactants needed to synthesize it. The reactants are: Cl.Cl.[Cl:3][C:4]1[CH:9]=[CH:8][C:7]([C@@H:10]2[CH2:15][NH:14][CH2:13][CH2:12][NH:11]2)=[CH:6][CH:5]=1.C(N(CC)CC)C.Cl[C:24]1[N:29]([CH3:30])[C:28](=[O:31])[CH:27]=[C:26]([C:32]2[CH:37]=[CH:36][N:35]=[CH:34][CH:33]=2)[N:25]=1.ClC1C=CNC(=O)N=1. (2) The reactants are: C[Si](C)(C)CCOC[N:7](COCC[Si](C)(C)C)[C:8]1[N:13]2[N:14]=[CH:15][C:16]([C:17]3[CH:18]=[N:19][C:20]([C:23]4[CH:28]=[CH:27][CH:26]=[CH:25][CH:24]=4)=[CH:21][CH:22]=3)=[C:12]2[N:11]=[C:10]([O:29][CH:30]2[CH2:35][CH2:34][N:33](C(OC(C)(C)C)=O)[CH2:32][CH2:31]2)[C:9]=1[C:43]([O:45]CC)=[CH2:44].C(O)(C(F)(F)F)=O. Given the product [NH2:7][C:8]1[N:13]2[N:14]=[CH:15][C:16]([C:17]3[CH:18]=[N:19][C:20]([C:23]4[CH:24]=[CH:25][CH:26]=[CH:27][CH:28]=4)=[CH:21][CH:22]=3)=[C:12]2[N:11]=[C:10]([O:29][CH:30]2[CH2:31][CH2:32][NH:33][CH2:34][CH2:35]2)[C:9]=1[C:43](=[O:45])[CH3:44], predict the reactants needed to synthesize it. (3) Given the product [CH2:1]([C:3]1[CH:4]=[C:5]([CH:6]=[CH:7][C:8]=1[CH2:9][CH3:10])[CH2:11][C@@H:12]([NH:16][C:17]([N:19]1[CH2:24][CH2:23][CH:22]([N:25]2[CH2:31][CH2:30][C:29]3[CH:32]=[CH:33][CH:34]=[CH:35][C:28]=3[NH:27][C:26]2=[O:36])[CH2:21][CH2:20]1)=[O:18])[C:13]([N:52]1[CH2:53][CH2:54][N:49]([CH:44]2[CH2:45][CH:46]3[N:41]([CH3:40])[CH:42]([CH2:48][CH2:47]3)[CH2:43]2)[CH2:50][CH2:51]1)=[O:14])[CH3:2], predict the reactants needed to synthesize it. The reactants are: [CH2:1]([C:3]1[CH:4]=[C:5]([CH2:11][C@@H:12]([NH:16][C:17]([N:19]2[CH2:24][CH2:23][CH:22]([N:25]3[CH2:31][CH2:30][C:29]4[CH:32]=[CH:33][CH:34]=[CH:35][C:28]=4[NH:27][C:26]3=[O:36])[CH2:21][CH2:20]2)=[O:18])[C:13](O)=[O:14])[CH:6]=[CH:7][C:8]=1[CH2:9][CH3:10])[CH3:2].Cl.Cl.Cl.[CH3:40][N:41]1[CH:46]2[CH2:47][CH2:48][CH:42]1[CH2:43][CH:44]([N:49]1[CH2:54][CH2:53][NH:52][CH2:51][CH2:50]1)[CH2:45]2. (4) Given the product [Cl:1][C:2]1[CH:10]=[C:9]2[C:5]([C:6]([CH:19]=[O:20])=[CH:7][NH:8]2)=[CH:4][C:3]=1[C:26]1[CH:31]=[CH:30][C:29]([CH2:32][CH2:33][OH:34])=[CH:28][CH:27]=1, predict the reactants needed to synthesize it. The reactants are: [Cl:1][C:2]1[CH:10]=[C:9]2[C:5]([CH:6]=[CH:7][NH:8]2)=[CH:4][C:3]=1B1OCC(C)(C)CO1.[C:19](=O)([O-])[O-:20].[K+].[K+].Br[C:26]1[CH:31]=[CH:30][C:29]([CH2:32][CH2:33][OH:34])=[CH:28][CH:27]=1.O. (5) The reactants are: [F:1][C:2]1[CH:7]=[C:6]([I:8])[CH:5]=[CH:4][C:3]=1[NH2:9].[Li+].C[Si]([N-][Si](C)(C)C)(C)C.[CH2:20]([O:23][C:24]1[CH:29]=[C:28]([F:30])[C:27]([F:31])=[C:26](F)[C:25]=1[N+:33]([O-:35])=[O:34])[CH:21]=[CH2:22]. Given the product [CH2:20]([O:23][C:24]1[C:25]([N+:33]([O-:35])=[O:34])=[C:26]([NH:9][C:3]2[CH:4]=[CH:5][C:6]([I:8])=[CH:7][C:2]=2[F:1])[C:27]([F:31])=[C:28]([F:30])[CH:29]=1)[CH:21]=[CH2:22], predict the reactants needed to synthesize it. (6) Given the product [Cl:1][C:2]1[CH:3]=[C:4]([CH:25]=[CH:26][C:27]=1[O:28][CH3:29])[CH2:5][O:6][C:7]1[C:12]([C:13]([NH:15][CH2:16][C:17]2[CH:22]=[CH:21][CH:20]=[CH:19][N:18]=2)=[O:14])=[CH:11][N:10]=[C:9]([S:23]([CH3:24])=[O:38])[N:8]=1, predict the reactants needed to synthesize it. The reactants are: [Cl:1][C:2]1[CH:3]=[C:4]([CH:25]=[CH:26][C:27]=1[O:28][CH3:29])[CH2:5][O:6][C:7]1[C:12]([C:13]([NH:15][CH2:16][C:17]2[CH:22]=[CH:21][CH:20]=[CH:19][N:18]=2)=[O:14])=[CH:11][N:10]=[C:9]([S:23][CH3:24])[N:8]=1.C1C=C(Cl)C=C(C(OO)=[O:38])C=1. (7) Given the product [Si:5]([O:6][CH2:7][C:8]1[CH:13]=[C:12]([C:29]2[S:33][C:32]([C@@:34]3([OH:46])[CH2:39][CH2:38][C@H:37]([C:40]([O:42][CH3:43])=[O:41])[C:36]([CH3:44])([CH3:45])[CH2:35]3)=[N:31][CH:30]=2)[CH:11]=[C:10]([N+:23]([O-:25])=[O:24])[CH:9]=1)([C:1]([CH3:2])([CH3:3])[CH3:4])([CH3:26])[CH3:27], predict the reactants needed to synthesize it. The reactants are: [C:1]([Si:5]([CH3:27])([CH3:26])[O:6][CH2:7][C:8]1[CH:13]=[C:12](B2OC(C)(C)C(C)(C)O2)[CH:11]=[C:10]([N+:23]([O-:25])=[O:24])[CH:9]=1)([CH3:4])([CH3:3])[CH3:2].Br[C:29]1[S:33][C:32]([C@@:34]2([OH:46])[CH2:39][CH2:38][C@H:37]([C:40]([O:42][CH3:43])=[O:41])[C:36]([CH3:45])([CH3:44])[CH2:35]2)=[N:31][CH:30]=1.C(=O)([O-])[O-].[Cs+].[Cs+].C1(P(C2CCCCC2)C2C=CC=CC=2C2C(C(C)C)=CC(C(C)C)=CC=2C(C)C)CCCCC1. (8) Given the product [OH:21][C:14]1[C:13]2[C:18](=[N:19][C:20]3[C:11]([N:12]=2)=[CH:10][CH:9]=[CH:8][C:7]=3[OH:6])[CH:17]=[CH:16][CH:15]=1, predict the reactants needed to synthesize it. The reactants are: B(Br)(Br)Br.C[O:6][C:7]1[C:20]2[C:11](=[N:12][C:13]3[C:18]([N:19]=2)=[CH:17][CH:16]=[CH:15][C:14]=3[O:21]C)[CH:10]=[CH:9][CH:8]=1.